This data is from Acute oral toxicity (LD50) regression data from Zhu et al.. The task is: Regression/Classification. Given a drug SMILES string, predict its toxicity properties. Task type varies by dataset: regression for continuous values (e.g., LD50, hERG inhibition percentage) or binary classification for toxic/non-toxic outcomes (e.g., AMES mutagenicity, cardiotoxicity, hepatotoxicity). Dataset: ld50_zhu. The drug is CCC(CC)COCCOC(=O)CCC(=O)OCCOCC(CC)CC. The rat oral LD50 is 2.06, given as -log10 of the dose in mol/kg body weight (higher means more acutely toxic).